From a dataset of NCI-60 drug combinations with 297,098 pairs across 59 cell lines. Regression. Given two drug SMILES strings and cell line genomic features, predict the synergy score measuring deviation from expected non-interaction effect. (1) Drug 1: CC12CCC3C(C1CCC2O)C(CC4=C3C=CC(=C4)O)CCCCCCCCCS(=O)CCCC(C(F)(F)F)(F)F. Drug 2: N.N.Cl[Pt+2]Cl. Cell line: K-562. Synergy scores: CSS=36.2, Synergy_ZIP=-2.74, Synergy_Bliss=-4.94, Synergy_Loewe=-7.97, Synergy_HSA=-4.18. (2) Drug 1: CC1CCC2CC(C(=CC=CC=CC(CC(C(=O)C(C(C(=CC(C(=O)CC(OC(=O)C3CCCCN3C(=O)C(=O)C1(O2)O)C(C)CC4CCC(C(C4)OC)O)C)C)O)OC)C)C)C)OC. Drug 2: CCC1(C2=C(COC1=O)C(=O)N3CC4=CC5=C(C=CC(=C5CN(C)C)O)N=C4C3=C2)O.Cl. Cell line: ACHN. Synergy scores: CSS=38.3, Synergy_ZIP=-0.309, Synergy_Bliss=1.85, Synergy_Loewe=-13.0, Synergy_HSA=2.68. (3) Drug 1: CC1=CC2C(CCC3(C2CCC3(C(=O)C)OC(=O)C)C)C4(C1=CC(=O)CC4)C. Drug 2: CC12CCC3C(C1CCC2O)C(CC4=C3C=CC(=C4)O)CCCCCCCCCS(=O)CCCC(C(F)(F)F)(F)F. Cell line: PC-3. Synergy scores: CSS=-2.37, Synergy_ZIP=1.04, Synergy_Bliss=0.200, Synergy_Loewe=-2.30, Synergy_HSA=-3.03. (4) Drug 1: C1CCC(CC1)NC(=O)N(CCCl)N=O. Drug 2: C(CN)CNCCSP(=O)(O)O. Cell line: EKVX. Synergy scores: CSS=-0.405, Synergy_ZIP=-0.310, Synergy_Bliss=-2.02, Synergy_Loewe=-11.5, Synergy_HSA=-5.43. (5) Drug 1: C1=C(C(=O)NC(=O)N1)F. Drug 2: CCCCCOC(=O)NC1=NC(=O)N(C=C1F)C2C(C(C(O2)C)O)O. Cell line: LOX IMVI. Synergy scores: CSS=26.0, Synergy_ZIP=-5.69, Synergy_Bliss=-9.90, Synergy_Loewe=-24.5, Synergy_HSA=-7.72.